Dataset: Forward reaction prediction with 1.9M reactions from USPTO patents (1976-2016). Task: Predict the product of the given reaction. (1) Given the reactants [CH2:1]([N:8]1[C:16]2[C:11](=[CH:12][C:13]([C:17]3[CH:22]=[CH:21][C:20]([O:23][C:24]([F:27])([F:26])[F:25])=[CH:19][CH:18]=3)=[CH:14][CH:15]=2)[C:10]([C:28](=[O:40])[C:29]([NH:31][CH2:32][C:33]([O:35]C(C)(C)C)=[O:34])=[O:30])=[CH:9]1)[C:2]1[CH:7]=[CH:6][CH:5]=[CH:4][CH:3]=1.C(N1C2C(=CC(C3C=CC(OC(F)(F)F)=CC=3)=CC=2)C(C(=O)C(O)=O)=C1)C1C=CC=CC=1.O.ON1C2C=CC=CC=2N=N1.C(N(CC)CC)C.Cl.C(OC(=O)CN)(C)(C)C.C1(N=C=NC2CCCCC2)CCCCC1, predict the reaction product. The product is: [CH2:1]([N:8]1[C:16]2[C:11](=[CH:12][C:13]([C:17]3[CH:18]=[CH:19][C:20]([O:23][C:24]([F:25])([F:26])[F:27])=[CH:21][CH:22]=3)=[CH:14][CH:15]=2)[C:10]([C:28](=[O:40])[C:29]([NH:31][CH2:32][C:33]([OH:35])=[O:34])=[O:30])=[CH:9]1)[C:2]1[CH:3]=[CH:4][CH:5]=[CH:6][CH:7]=1. (2) Given the reactants [C:1]([C:5]1[O:9][N:8]=[C:7]([NH:10][C:11]([NH:13][C:14]2[CH:19]=[CH:18][CH:17]=[C:16]([O:20][C:21]3[C:30]4[C:25](=[CH:26][C:27]([O:35][CH3:36])=[C:28]([O:31][CH2:32][CH2:33]Cl)[CH:29]=4)[N:24]=[CH:23][N:22]=3)[CH:15]=2)=[O:12])[CH:6]=1)([CH3:4])([CH3:3])[CH3:2].[NH:37]1[CH2:42][CH2:41][CH2:40][CH2:39][CH2:38]1.CCN(C(C)C)C(C)C.O, predict the reaction product. The product is: [C:1]([C:5]1[O:9][N:8]=[C:7]([NH:10][C:11]([NH:13][C:14]2[CH:19]=[CH:18][CH:17]=[C:16]([O:20][C:21]3[C:30]4[C:25](=[CH:26][C:27]([O:35][CH3:36])=[C:28]([O:31][CH2:32][CH2:33][N:37]5[CH2:42][CH2:41][CH2:40][CH2:39][CH2:38]5)[CH:29]=4)[N:24]=[CH:23][N:22]=3)[CH:15]=2)=[O:12])[CH:6]=1)([CH3:4])([CH3:3])[CH3:2].